From a dataset of Forward reaction prediction with 1.9M reactions from USPTO patents (1976-2016). Predict the product of the given reaction. (1) Given the reactants C(OC([N:8]1[CH2:13][CH2:12][CH:11]([N:14]2[CH:18]=[CH:17][C:16]([C:19]3[CH:24]=[CH:23][CH:22]=[CH:21][CH:20]=3)=[N:15]2)[CH2:10][CH2:9]1)=O)(C)(C)C.Cl.[OH-].[Na+], predict the reaction product. The product is: [NH:8]1[CH2:9][CH2:10][CH:11]([N:14]2[CH:18]=[CH:17][C:16]([C:19]3[CH:24]=[CH:23][CH:22]=[CH:21][CH:20]=3)=[N:15]2)[CH2:12][CH2:13]1. (2) Given the reactants [F:1][C:2]1[CH:7]=[CH:6][C:5]([C@@H:8]2[O:13][CH2:12][CH2:11][N:10](CC3C=CC=CC=3)[CH2:9]2)=[CH:4][CH:3]=1.[H][H], predict the reaction product. The product is: [F:1][C:2]1[CH:3]=[CH:4][C:5]([C@@H:8]2[O:13][CH2:12][CH2:11][NH:10][CH2:9]2)=[CH:6][CH:7]=1.